Dataset: Reaction yield outcomes from USPTO patents with 853,638 reactions. Task: Predict the reaction yield, written as a fraction of the theoretical maximum amount of product (1.0 means a 100% yield; for example, 0.34 means a 34% yield). The reactants are Cl.[F:2][C:3]([F:15])([F:14])[C:4]([NH:6][CH2:7][C@@H:8]1[C@H:12]([OH:13])[CH2:11][NH:10][CH2:9]1)=[O:5].[CH:16]([C:18]1[C:27]2[C:22](=[CH:23][CH:24]=[C:25]([O:28][CH3:29])[N:26]=2)[N:21]=[CH:20][C:19]=1[C:30]#[N:31])=[CH2:17]. The catalyst is C(O)C. The product is [C:30]([C:19]1[CH:20]=[N:21][C:22]2[C:27]([C:18]=1[CH2:16][CH2:17][N:10]1[CH2:11][C@@H:12]([OH:13])[C@@H:8]([CH2:7][NH:6][C:4](=[O:5])[C:3]([F:2])([F:14])[F:15])[CH2:9]1)=[N:26][C:25]([O:28][CH3:29])=[CH:24][CH:23]=2)#[N:31]. The yield is 0.470.